This data is from NCI-60 drug combinations with 297,098 pairs across 59 cell lines. The task is: Regression. Given two drug SMILES strings and cell line genomic features, predict the synergy score measuring deviation from expected non-interaction effect. Drug 2: B(C(CC(C)C)NC(=O)C(CC1=CC=CC=C1)NC(=O)C2=NC=CN=C2)(O)O. Cell line: NCIH23. Drug 1: CC1CCC2CC(C(=CC=CC=CC(CC(C(=O)C(C(C(=CC(C(=O)CC(OC(=O)C3CCCCN3C(=O)C(=O)C1(O2)O)C(C)CC4CCC(C(C4)OC)O)C)C)O)OC)C)C)C)OC. Synergy scores: CSS=36.9, Synergy_ZIP=-3.63, Synergy_Bliss=-2.29, Synergy_Loewe=-6.24, Synergy_HSA=-2.17.